This data is from Peptide-MHC class I binding affinity with 185,985 pairs from IEDB/IMGT. The task is: Regression. Given a peptide amino acid sequence and an MHC pseudo amino acid sequence, predict their binding affinity value. This is MHC class I binding data. The peptide sequence is LSPFKLTYFL. The MHC is Mamu-A01 with pseudo-sequence Mamu-A01. The binding affinity (normalized) is 1.00.